This data is from Reaction yield outcomes from USPTO patents with 853,638 reactions. The task is: Predict the reaction yield, written as a fraction of the theoretical maximum amount of product (1.0 means a 100% yield; for example, 0.34 means a 34% yield). (1) The reactants are [Cl:1][C:2]1[C:3]2[CH:10]=[CH:9][NH:8][C:4]=2[N:5]=[CH:6][N:7]=1.C1C(=O)N([I:18])C(=O)C1.O. The catalyst is CN(C=O)C. The product is [Cl:1][C:2]1[C:3]2[C:10]([I:18])=[CH:9][NH:8][C:4]=2[N:5]=[CH:6][N:7]=1. The yield is 1.00. (2) The reactants are [CH2:1]([OH:6])[CH2:2][CH2:3][CH:4]=[CH2:5].Cl[C:8](Cl)([O:10]C(=O)OC(Cl)(Cl)Cl)Cl.CCN(C(C)C)C(C)C.[OH-].[Na+].[NH2:30][C@H:31]([C:36]([OH:38])=[O:37])[C:32]([CH3:35])([CH3:34])[CH3:33]. The catalyst is O1CCOCC1. The product is [CH3:33][C:32]([CH3:35])([CH3:34])[C@@H:31]([C:36]([OH:38])=[O:37])[NH:30][C:8]([O:6][CH2:1][CH2:2][CH2:3][CH:4]=[CH2:5])=[O:10]. The yield is 0.739. (3) The reactants are [Br:1][C:2]1[C:10]([O:11][CH3:12])=[CH:9][CH:8]=[C:7]2[C:3]=1[CH:4]=[C:5](C(O)=O)[NH:6]2.N1C2C(=CC=CC=2)C=CC=1. The catalyst is [Cr]([O-])([O-])=O.[Cu+2]. The product is [Br:1][C:2]1[C:10]([O:11][CH3:12])=[CH:9][CH:8]=[C:7]2[C:3]=1[CH:4]=[CH:5][NH:6]2. The yield is 0.600. (4) The reactants are [CH:1]1([NH2:7])[CH2:6][CH2:5][CH2:4][CH2:3][CH2:2]1.C([O:10][C:11]([C:13]1[C:14](=[O:24])[NH:15][C:16]2[C:21]([C:22]=1[OH:23])=[CH:20][CH:19]=[CH:18][CH:17]=2)=O)C. The catalyst is C1(C)C=CC=CC=1.O. The product is [CH:1]1([NH:7][C:11]([C:13]2[C:14](=[O:24])[NH:15][C:16]3[C:21]([C:22]=2[OH:23])=[CH:20][CH:19]=[CH:18][CH:17]=3)=[O:10])[CH2:6][CH2:5][CH2:4][CH2:3][CH2:2]1. The yield is 0.870. (5) The reactants are [CH3:1][O:2][C:3]([C:5]1[CH:19]=[CH:18][C:8]2[N:9]([CH2:12][CH2:13][O:14][CH2:15]SC)[CH:10]=[N:11][C:7]=2[CH:6]=1)=[O:4].O[O:21][S:22]([O-:24])=O.[K+].[CH3:26]O. The catalyst is O. The product is [CH3:1][O:2][C:3]([C:5]1[CH:19]=[CH:18][C:8]2[N:9]([CH2:12][CH2:13][O:14][CH2:15][S:22]([CH3:26])(=[O:24])=[O:21])[CH:10]=[N:11][C:7]=2[CH:6]=1)=[O:4]. The yield is 0.600. (6) The reactants are C(OC([N:8]1[C:16]2[CH2:15][CH2:14][CH2:13][C@@H:12]([N:17]3[CH2:21][CH2:20][CH:19]([CH2:22][C:23]4[C:28]([Cl:29])=[CH:27][C:26](OS(C(F)(F)F)(=O)=O)=[CH:25][C:24]=4[Cl:38])[C:18]3=[O:39])[C:11]=2[CH:10]=[N:9]1)=O)(C)(C)C.C(OC(N1C=C2C(CCC[C@H]2N2CCC(CC3C(Cl)=CC(OS(C(F)(F)F)(=O)=O)=CC=3Cl)C2=O)=N1)=O)(C)(C)C.C(=O)([O-])[O-].[Na+].[Na+].[F:85][C:86]1[CH:91]=[CH:90][C:89](B(O)O)=[CH:88][CH:87]=1.[Li+].[OH-]. The catalyst is C1COCC1.C1C=CC([P]([Pd]([P](C2C=CC=CC=2)(C2C=CC=CC=2)C2C=CC=CC=2)([P](C2C=CC=CC=2)(C2C=CC=CC=2)C2C=CC=CC=2)[P](C2C=CC=CC=2)(C2C=CC=CC=2)C2C=CC=CC=2)(C2C=CC=CC=2)C2C=CC=CC=2)=CC=1. The product is [Cl:38][C:24]1[CH:25]=[C:26]([C:89]2[CH:90]=[CH:91][C:86]([F:85])=[CH:87][CH:88]=2)[CH:27]=[C:28]([Cl:29])[C:23]=1[CH2:22][C@@H:19]1[CH2:20][CH2:21][N:17]([CH:12]2[CH2:13][CH2:14][CH2:15][C:16]3[NH:8][N:9]=[CH:10][C:11]2=3)[C:18]1=[O:39]. The yield is 0.890. (7) The reactants are [CH3:1][O:2][C:3]1[C:12]2[C:7](=[CH:8][CH:9]=[CH:10][CH:11]=2)[CH:6]=[CH:5][C:4]=1[O:13][CH3:14].CN([CH:18]=[O:19])C.O=P(Cl)(Cl)Cl. The catalyst is C1C(Cl)=CC=C(Cl)C=1. The product is [CH3:14][O:13][C:4]1[CH:5]=[C:6]([CH:18]=[O:19])[C:7]2[C:12]([C:3]=1[O:2][CH3:1])=[CH:11][CH:10]=[CH:9][CH:8]=2. The yield is 0.680.